This data is from Full USPTO retrosynthesis dataset with 1.9M reactions from patents (1976-2016). The task is: Predict the reactants needed to synthesize the given product. (1) Given the product [O:1]=[C:2]1[C:6]2([CH2:11][CH2:10][N:9]([C:12]3[S:13][C:14]([C:17]([OH:19])=[O:18])=[CH:15][N:16]=3)[CH2:8][CH2:7]2)[N:5]([C:22]2[CH:27]=[CH:26][CH:25]=[CH:24][CH:23]=2)[CH2:4][NH:3]1, predict the reactants needed to synthesize it. The reactants are: [O:1]=[C:2]1[C:6]2([CH2:11][CH2:10][N:9]([C:12]3[S:13][C:14]([C:17]([O:19]CC)=[O:18])=[CH:15][N:16]=3)[CH2:8][CH2:7]2)[N:5]([C:22]2[CH:27]=[CH:26][CH:25]=[CH:24][CH:23]=2)[CH2:4][NH:3]1.[OH-].[Li+].Cl. (2) The reactants are: [OH:1][C:2]1[CH:8]=[C:7]([C:9]2[CH:14]=[CH:13][CH:12]=[CH:11][CH:10]=2)[CH:6]=[CH:5][C:3]=1[NH2:4].[Br:15][C:16]1[CH:21]=[CH:20][CH:19]=[CH:18][C:17]=1[N:22]=[C:23]=[O:24]. Given the product [OH:1][C:2]1[CH:8]=[C:7]([C:9]2[CH:14]=[CH:13][CH:12]=[CH:11][CH:10]=2)[CH:6]=[CH:5][C:3]=1[NH:4][C:23]([NH:22][C:17]1[CH:18]=[CH:19][CH:20]=[CH:21][C:16]=1[Br:15])=[O:24], predict the reactants needed to synthesize it. (3) Given the product [CH2:15]([O:14][C:12](=[O:13])[CH:11]([C:8]1[CH:9]=[CH:10][N:5]=[CH:6][CH:7]=1)[CH3:2])[CH3:16], predict the reactants needed to synthesize it. The reactants are: I[CH3:2].[H-].[Na+].[N:5]1[CH:10]=[CH:9][C:8]([CH2:11][C:12]([O:14][CH2:15][CH3:16])=[O:13])=[CH:7][CH:6]=1. (4) Given the product [Br:1][C:2]1[C:3]2[N:4]([CH:12]=[C:13]([C:15]3[O:19][N:18]=[C:17]([C:20]4[C:25]([CH3:26])=[CH:24][C:23]([CH2:27][CH2:28][C:29]([OH:31])=[O:30])=[C:22]([Cl:36])[CH:21]=4)[N:16]=3)[N:14]=2)[CH:5]=[C:6]([C:8]([F:9])([F:11])[F:10])[CH:7]=1, predict the reactants needed to synthesize it. The reactants are: [Br:1][C:2]1[C:3]2[N:4]([CH:12]=[C:13]([C:15]3[O:19][N:18]=[C:17]([C:20]4[C:25]([CH3:26])=[CH:24][C:23]([CH2:27][CH2:28][C:29]([O:31]C(C)(C)C)=[O:30])=[C:22]([Cl:36])[CH:21]=4)[N:16]=3)[N:14]=2)[CH:5]=[C:6]([C:8]([F:11])([F:10])[F:9])[CH:7]=1.